Task: Predict the reactants needed to synthesize the given product.. Dataset: Full USPTO retrosynthesis dataset with 1.9M reactions from patents (1976-2016) (1) Given the product [CH3:22][C:3]1[C:2]([NH:33][CH:31]([C:28]2[CH:29]=[CH:30][N:25]=[CH:26][N:27]=2)[CH3:32])=[N:11][C:10]2[C:5](=[CH:6][CH:7]=[CH:8][C:9]=2[C:12]2[NH:20][C:19]3[CH2:18][CH2:17][NH:16][C:15](=[O:21])[C:14]=3[CH:13]=2)[N:4]=1, predict the reactants needed to synthesize it. The reactants are: F[C:2]1[C:3]([CH3:22])=[N:4][C:5]2[C:10]([N:11]=1)=[C:9]([C:12]1[NH:20][C:19]3[CH2:18][CH2:17][NH:16][C:15](=[O:21])[C:14]=3[CH:13]=1)[CH:8]=[CH:7][CH:6]=2.Cl.Cl.[N:25]1[CH:30]=[CH:29][C:28]([CH:31]([NH2:33])[CH3:32])=[N:27][CH:26]=1.CCN(C(C)C)C(C)C. (2) The reactants are: C(P1(=O)OP(CCC)(=O)OP(CCC)(=O)O1)CC.C(OC([NH:26][CH:27]([C:31]([O:34][CH3:35])([CH3:33])[CH3:32])[C:28](O)=O)=O)(C)(C)C.[NH2:36][C:37]1[CH:38]=[C:39]([C:44]2[CH:49]=[CH:48][C:47]([C:50]#[N:51])=[CH:46][CH:45]=2)[CH:40]=[CH:41][C:42]=1[NH2:43]. Given the product [NH2:26][CH:27]([C:28]1[NH:43][C:42]2[CH:41]=[CH:40][C:39]([C:44]3[CH:45]=[CH:46][C:47]([C:50]#[N:51])=[CH:48][CH:49]=3)=[CH:38][C:37]=2[N:36]=1)[C:31]([O:34][CH3:35])([CH3:32])[CH3:33], predict the reactants needed to synthesize it. (3) Given the product [CH2:30]([C@@H:32]1[N:41]([S:42]([C:45]2[CH:46]=[CH:47][C:48]([OH:51])=[CH:49][CH:50]=2)(=[O:43])=[O:44])[C:40]2[C:35](=[CH:36][CH:37]=[C:38]([CH3:1])[CH:39]=2)[N:34]([CH3:53])[C:33]1=[O:56])[CH3:31], predict the reactants needed to synthesize it. The reactants are: [C:1](=O)([O-])OC1C=CC(S(N2C3C(=CC=C(F)C=3)NC(=O)[C@@H]2CC)(=O)=O)=CC=1.IC.[CH2:30]([C@@H:32]1[N:41]([S:42]([C:45]2[CH:50]=[CH:49][C:48]([OH:51])=[CH:47][CH:46]=2)(=[O:44])=[O:43])[C:40]2[C:35](=[CH:36][CH:37]=[C:38](F)[CH:39]=2)[N:34]([CH2:53]CC)[C:33]1=[O:56])[CH3:31]. (4) Given the product [NH:1]1[C:8]2[N:4]([N:5]=[CH:6][C:7]=2[N:9]([C:52]([NH:61][C:62](=[O:68])[O:63][C:64]([CH3:67])([CH3:66])[CH3:65])=[N:53][C:54](=[O:60])[O:55][C:56]([CH3:59])([CH3:58])[CH3:57])[CH2:10][CH2:11][CH2:12][NH:13][C:14]([C:21]2[CH:26]=[CH:25][CH:24]=[CH:23][CH:22]=2)([C:15]2[CH:16]=[CH:17][CH:18]=[CH:19][CH:20]=2)[C:27]2[CH:32]=[CH:31][CH:30]=[CH:29][CH:28]=2)[CH2:3][CH2:2]1, predict the reactants needed to synthesize it. The reactants are: [NH:1]1[C:8]2[N:4]([N:5]=[CH:6][C:7]=2[NH:9][C:10](=O)[CH2:11][CH2:12][NH:13][C:14]([C:27]2[CH:32]=[CH:31][CH:30]=[CH:29][CH:28]=2)([C:21]2[CH:26]=[CH:25][CH:24]=[CH:23][CH:22]=2)[C:15]2[CH:20]=[CH:19][CH:18]=[CH:17][CH:16]=2)[CH2:3][CH2:2]1.[H-].C([Al+]CC(C)C)C(C)C.[F-].[Na+].FC(F)(F)S(N=[C:52]([NH:61][C:62](=[O:68])[O:63][C:64]([CH3:67])([CH3:66])[CH3:65])[NH:53][C:54](=[O:60])[O:55][C:56]([CH3:59])([CH3:58])[CH3:57])(=O)=O.